From a dataset of Forward reaction prediction with 1.9M reactions from USPTO patents (1976-2016). Predict the product of the given reaction. (1) Given the reactants [N:1]1[C:6]2[CH:7]=[CH:8][S:9][C:5]=2[C:4](=[O:10])[NH:3][CH:2]=1.[Br:11]Br, predict the reaction product. The product is: [Br:11][C:7]1[C:6]2[N:1]=[CH:2][NH:3][C:4](=[O:10])[C:5]=2[S:9][CH:8]=1. (2) Given the reactants [F:1][C:2]1[CH:25]=[CH:24][C:5]([CH2:6][N:7]2[C:11]3=[N:12][C:13]([C:16]4[CH:23]=[CH:22][C:19]([CH:20]=[O:21])=[CH:18][CH:17]=4)=[CH:14][CH:15]=[C:10]3[N:9]=[N:8]2)=[CH:4][CH:3]=1.[BH4-].[Na+], predict the reaction product. The product is: [F:1][C:2]1[CH:25]=[CH:24][C:5]([CH2:6][N:7]2[C:11]3=[N:12][C:13]([C:16]4[CH:23]=[CH:22][C:19]([CH2:20][OH:21])=[CH:18][CH:17]=4)=[CH:14][CH:15]=[C:10]3[N:9]=[N:8]2)=[CH:4][CH:3]=1. (3) Given the reactants Br[C:2]1[N:3]=[C:4]([CH:7]([O:20][Si:21]([C:24]([CH3:27])([CH3:26])[CH3:25])([CH3:23])[CH3:22])[CH2:8][CH2:9][CH2:10][CH2:11][CH2:12][CH2:13][C:14]2[CH:19]=[CH:18][CH:17]=[CH:16][CH:15]=2)[O:5][CH:6]=1.CN(C)[CH:30]=[O:31], predict the reaction product. The product is: [Si:21]([O:20][CH:7]([C:4]1[O:5][CH:6]=[C:2]([CH:30]=[O:31])[N:3]=1)[CH2:8][CH2:9][CH2:10][CH2:11][CH2:12][CH2:13][C:14]1[CH:19]=[CH:18][CH:17]=[CH:16][CH:15]=1)([C:24]([CH3:27])([CH3:26])[CH3:25])([CH3:23])[CH3:22]. (4) The product is: [CH:9]1[CH:10]=[C:11]2[C:2]([NH:3]/[C:4](/[NH:5][C:6]2=[CH:7][CH:8]=1)=[C:12](/[C:25]([C:24]1[CH:28]=[CH:29][C:30]([Cl:32])=[CH:31][C:23]=1[Cl:22])=[O:26])\[C:13]#[N:14])=[O:1]. Given the reactants [O:1]=[C:2]1[C:11]2[C:6](=[CH:7][CH:8]=[CH:9][CH:10]=2)[NH:5][C:4]([CH2:12][C:13]#[N:14])=[N:3]1.C(N(CC)CC)C.[Cl:22][C:23]1[CH:31]=[C:30]([Cl:32])[CH:29]=[CH:28][C:24]=1[C:25](Cl)=[O:26], predict the reaction product.